Dataset: Reaction yield outcomes from USPTO patents with 853,638 reactions. Task: Predict the reaction yield, written as a fraction of the theoretical maximum amount of product (1.0 means a 100% yield; for example, 0.34 means a 34% yield). (1) The reactants are [CH2:1](Br)[C:2]([C:4]1[CH:9]=[CH:8][CH:7]=[CH:6][CH:5]=1)=[O:3].[CH:11]1[C:20]2[C:15](=[CH:16][CH:17]=[CH:18][CH:19]=2)[CH2:14][CH2:13][C:12]=1N1CCCC1.[OH2:26]. The catalyst is C1(C)C=CC=CC=1. The product is [O:3]=[C:2]([C:4]1[CH:9]=[CH:8][CH:7]=[CH:6][CH:5]=1)[CH2:1][CH:11]1[C:20]2[C:15](=[CH:16][CH:17]=[CH:18][CH:19]=2)[CH2:14][CH2:13][C:12]1=[O:26]. The yield is 0.700. (2) The reactants are F[C:2]1[CH:3]=[C:4]([CH3:11])[CH:5]=[CH:6][C:7]=1[N+:8]([O-:10])=[O:9].[CH3:12][C:13]1[CH:19]=[CH:18][C:16]([NH2:17])=[C:15]([O:20][CH2:21][CH2:22][CH2:23][CH3:24])[CH:14]=1.[NH2:25][C:26]1[S:27][CH:28]=[CH:29][N:30]=1.[CH2:31]([OH:35])CCC. No catalyst specified. The product is [CH2:15]([O:20][C:2]1[CH:3]=[C:4]([CH3:11])[CH:5]=[CH:6][C:7]=1[N+:8]([O-:10])=[O:9])[CH2:14][CH2:13][CH3:12].[CH2:21]([O:20][C:15]1[CH:14]=[C:13]([CH3:12])[CH:19]=[CH:18][C:16]=1[NH:17][C:31]([NH:25][C:26]1[S:27][CH:28]=[CH:29][N:30]=1)=[O:35])[CH2:22][CH2:23][CH3:24]. The yield is 0.750. (3) The yield is 0.500. The catalyst is O1CCOCC1.C1C=CC([P]([Pd]([P](C2C=CC=CC=2)(C2C=CC=CC=2)C2C=CC=CC=2)([P](C2C=CC=CC=2)(C2C=CC=CC=2)C2C=CC=CC=2)[P](C2C=CC=CC=2)(C2C=CC=CC=2)C2C=CC=CC=2)(C2C=CC=CC=2)C2C=CC=CC=2)=CC=1. The reactants are C(=O)([O-])[O-].[Cs+].[Cs+].[Cl:7][C:8]1[CH:9]=[C:10](/[CH:14]=[CH:15]/B2OC(C)(C)C(C)(C)O2)[CH:11]=[CH:12][CH:13]=1.[C:25]([O:29][C:30]([N:32]1[CH2:37][CH2:36][C:35]2[N:38]([CH3:48])[C:39]([C:41]3[CH:46]=[CH:45][N:44]=[C:43](I)[N:42]=3)=[CH:40][C:34]=2[C:33]1=[O:49])=[O:31])([CH3:28])([CH3:27])[CH3:26]. The product is [C:25]([O:29][C:30]([N:32]1[CH2:37][CH2:36][C:35]2[N:38]([CH3:48])[C:39]([C:41]3[CH:46]=[CH:45][N:44]=[C:43](/[CH:15]=[CH:14]/[C:10]4[CH:11]=[CH:12][CH:13]=[C:8]([Cl:7])[CH:9]=4)[N:42]=3)=[CH:40][C:34]=2[C:33]1=[O:49])=[O:31])([CH3:28])([CH3:27])[CH3:26]. (4) The reactants are [CH3:1][O:2][C:3]1[CH:4]=[C:5]2[C:10](=[CH:11][C:12]=1[O:13][CH3:14])[N:9]=[CH:8][CH:7]=[C:6]2[O:15][C:16]1[C:22]([CH3:23])=[CH:21][C:19]([NH2:20])=[C:18]([CH3:24])[CH:17]=1.C(N(CC)CC)C.ClC(Cl)(O[C:36](=[O:42])OC(Cl)(Cl)Cl)Cl.[CH2:44]([N:46]([CH2:50][CH3:51])[CH2:47][CH2:48][NH2:49])[CH3:45]. The catalyst is C(Cl)(Cl)Cl.O. The product is [CH2:44]([N:46]([CH2:50][CH3:51])[CH2:47][CH2:48][NH:49][C:36]([NH:20][C:19]1[CH:21]=[C:22]([CH3:23])[C:16]([O:15][C:6]2[C:5]3[C:10](=[CH:11][C:12]([O:13][CH3:14])=[C:3]([O:2][CH3:1])[CH:4]=3)[N:9]=[CH:8][CH:7]=2)=[CH:17][C:18]=1[CH3:24])=[O:42])[CH3:45]. The yield is 0.100. (5) The reactants are [CH2:1]([O:3][CH:4]([O:8][CH2:9][CH3:10])[CH2:5][CH:6]=[CH2:7])[CH3:2].B1C2CCCC1CCC2.C([O-])([O-])=O.[Na+].[Na+].Br[C:27]1[CH:28]=[C:29]([CH:36]=[CH:37][C:38]=1[F:39])[C:30]([NH:32][CH:33]1[CH2:35][CH2:34]1)=[O:31]. The catalyst is C(OCC)(=O)C.C1C=CC([P]([Pd]([P](C2C=CC=CC=2)(C2C=CC=CC=2)C2C=CC=CC=2)([P](C2C=CC=CC=2)(C2C=CC=CC=2)C2C=CC=CC=2)[P](C2C=CC=CC=2)(C2C=CC=CC=2)C2C=CC=CC=2)(C2C=CC=CC=2)C2C=CC=CC=2)=CC=1.CCO.C1C=CC=CC=1. The product is [CH:33]1([NH:32][C:30](=[O:31])[C:29]2[CH:36]=[CH:37][C:38]([F:39])=[C:27]([CH2:7][CH2:6][CH2:5][CH:4]([O:8][CH2:9][CH3:10])[O:3][CH2:1][CH3:2])[CH:28]=2)[CH2:34][CH2:35]1. The yield is 0.930. (6) The reactants are [OH:1][CH2:2][CH:3]1[O:20][C:7]2([CH2:12][CH2:11][N:10]([C:13]([O:15][C:16]([CH3:19])([CH3:18])[CH3:17])=[O:14])[CH2:9][CH2:8]2)[CH2:6][NH:5][CH2:4]1.Cl[C:22]1[N:27]=[CH:26][CH:25]=[CH:24][N:23]=1.C(=O)([O-])[O-].[Na+].[Na+].C(OCC)(=O)C.CCCCCC. The catalyst is CS(C)=O.C(OCC)(=O)C. The product is [OH:1][CH2:2][CH:3]1[O:20][C:7]2([CH2:8][CH2:9][N:10]([C:13]([O:15][C:16]([CH3:17])([CH3:19])[CH3:18])=[O:14])[CH2:11][CH2:12]2)[CH2:6][N:5]([C:22]2[N:27]=[CH:26][CH:25]=[CH:24][N:23]=2)[CH2:4]1. The yield is 0.800.